Dataset: Full USPTO retrosynthesis dataset with 1.9M reactions from patents (1976-2016). Task: Predict the reactants needed to synthesize the given product. (1) The reactants are: B(O)(O)[C:2]1[CH:3]=[CH:4][C:5]([CH3:8])=[CH:6][CH:7]=1.Br[C:12]1[CH:17]=[CH:16][C:15]([C@H:18]([NH:23][C@H:24]([C:28]([NH:30][C:31]2([C:34]#[N:35])[CH2:33][CH2:32]2)=[O:29])[CH2:25][CH2:26][CH3:27])[C:19]([F:22])([F:21])[F:20])=[CH:14][CH:13]=1. Given the product [C:34]([C:31]1([NH:30][C:28](=[O:29])[C@@H:24]([NH:23][C@@H:18]([C:15]2[CH:16]=[CH:17][C:12]([C:2]3[CH:7]=[CH:6][C:5]([CH3:8])=[CH:4][CH:3]=3)=[CH:13][CH:14]=2)[C:19]([F:22])([F:21])[F:20])[CH2:25][CH2:26][CH3:27])[CH2:33][CH2:32]1)#[N:35], predict the reactants needed to synthesize it. (2) Given the product [C:22]([C:25]1[CH:30]=[CH:29][C:28]([C:7]2[CH2:8][CH2:9][N:10]([C:13]([O:15][C:16]([CH3:19])([CH3:18])[CH3:17])=[O:14])[CH2:11][CH:12]=2)=[CH:27][CH:26]=1)([OH:24])=[O:23], predict the reactants needed to synthesize it. The reactants are: FC(F)(F)S(O[C:7]1[CH2:8][CH2:9][N:10]([C:13]([O:15][C:16]([CH3:19])([CH3:18])[CH3:17])=[O:14])[CH2:11][CH:12]=1)(=O)=O.[C:22]([C:25]1[CH:30]=[CH:29][C:28](B(O)O)=[CH:27][CH:26]=1)([OH:24])=[O:23].C(=O)([O-])[O-].[Na+].[Na+].[Cl-].[Li+].